This data is from Experimentally validated miRNA-target interactions with 360,000+ pairs, plus equal number of negative samples. The task is: Binary Classification. Given a miRNA mature sequence and a target amino acid sequence, predict their likelihood of interaction. (1) The miRNA is mmu-miR-877-3p with sequence UGUCCUCUUCUCCCUCCUCCCA. The protein sequence of the target gene is MYKLASCCLLFIGFLNPLLSLPLLDSREISFQLSAPHEDARLTPEELERASLLQILPEMLGAERGDILRKADSSTNIFNPRGNLRKFQDFSGQDPNILLSHLLARIWKPYKKRETPDCFWKYCV. Result: 0 (no interaction). (2) The miRNA is hsa-miR-6820-5p with sequence UGCGGCAGAGCUGGGGUCA. The protein sequence of the target gene is MAMFRSLVASAQQRQPPAGPAGGDSGLEAQYTCPICLEVYHRPVAIGSCGHTFCGECLQPCLQVPSPLCPLCRLPFDPKKVDKATHVEKQLSSYKAPCRGCNKKVTLAKMRVHISSCLKVQEQMANCPKFVPVVPTSQPIPSNIPNRSTFACPYCGARNLDQQELVKHCVESHRSDPNRVVCPICSAMPWGDPSYKSANFLQHLLHRHKFSYDTFVDYSIDEEAAFQAALALSLSEN. Result: 1 (interaction). (3) The miRNA is hsa-miR-3941 with sequence UUACACACAACUGAGGAUCAUA. The protein sequence of the target gene is MSMKWTSALLLIQLSCYFSSGSCGKVLVWPTEFSHWMNIKTILDELVQRGHEVTVLASSASISFDPNSPSTLKFEVYPVSLTKTEFEDIIKQLVKRWAELPKDTFWSYFSQVQEIMWTFNDILRKFCKDIVSNKKLMKKLQESRFDVVLADAVFPFGELLAELLKIPFVYSLRFSPGYAIEKHSGGLLFPPSYVPVVMSELSDQMTFIERVKNMIYVLYFEFWFQIFDMKKWDQFYSEVLGRPTTLSETMAKADIWLIRNYWDFQFPHPLLPNVEFVGGLHCKPAKPLPKEMEEFVQSSG.... Result: 1 (interaction). (4) The miRNA is hsa-miR-4640-5p with sequence UGGGCCAGGGAGCAGCUGGUGGG. The protein sequence of the target gene is MDSDETGFEHSGLWVSVLAGLLLGACQAHPIPDSSPLLQFGGQVRQRYLYTDDAQQTEAHLEIREDGTVGGAADQSPESLLQLKALKPGVIQILGVKTSRFLCQRPDGALYGSLHFDPEACSFRELLLEDGYNVYQSEAHGLPLHLPGNKSPHRDPAPRGPARFLPLPGLPPALPEPPGILAPQPPDVGSSDPLSMVGPSQGRSPSYAS. Result: 0 (no interaction). (5) The miRNA is hsa-miR-6847-5p with sequence ACAGAGGACAGUGGAGUGUGAGC. The protein sequence of the target gene is MYAPGGAGLPGGRRRRSPGSSALPKQPERSLASALPGALSITALCTALAEPAWLHIHGGTCSRQELGVSDVLGYVNPDLLKDFCMNPQTVLLLRVIAAFCFLGILCSLSAFLLDVFGPKHPALKITRRYAFAHILTVLQCATVIGFSYWASELILAQQQQHKKYHGSQVYVTFAVSFYLVAGAGGASILATAANLLRHYPTEEEEQALELLSEMEENDPYPAEYEVINQFQPPPAYTP. Result: 0 (no interaction).